Dataset: Catalyst prediction with 721,799 reactions and 888 catalyst types from USPTO. Task: Predict which catalyst facilitates the given reaction. (1) The catalyst class is: 639. Product: [CH:1]1([CH:4]2[CH2:9][N:8]([CH2:11][CH2:12][C:13]3[CH:18]=[CH:17][C:16]([N+:19]([O-:21])=[O:20])=[CH:15][CH:14]=3)[CH2:7][CH2:6][N:5]2[CH2:11][CH2:12][C:13]2[CH:14]=[CH:15][C:16]([N+:19]([O-:21])=[O:20])=[CH:17][CH:18]=2)[CH2:3][CH2:2]1. Reactant: [CH:1]1([CH:4]2[CH2:9][NH:8][CH2:7][CH2:6][NH:5]2)[CH2:3][CH2:2]1.Br[CH2:11][CH2:12][C:13]1[CH:18]=[CH:17][C:16]([N+:19]([O-:21])=[O:20])=[CH:15][CH:14]=1.C([O-])([O-])=O.[K+].[K+]. (2) Reactant: [C:1]([N:5]([CH3:17])[S:6]([C:9]1[CH:14]=[CH:13][CH:12]=[CH:11][C:10]=1[C:15]#[N:16])(=[O:8])=[O:7])([CH3:4])([CH3:3])[CH3:2].[ClH:18]. Product: [ClH:18].[NH2:16][CH2:15][C:10]1[CH:11]=[CH:12][CH:13]=[CH:14][C:9]=1[S:6]([N:5]([C:1]([CH3:4])([CH3:3])[CH3:2])[CH3:17])(=[O:8])=[O:7]. The catalyst class is: 19. (3) Reactant: [CH:1]([C:3]1[CH:8]=[CH:7][C:6](/[CH:9]=[CH:10]/[C:11]([O:13][CH3:14])=[O:12])=[CH:5][CH:4]=1)=O.[C:15]12([NH2:25])[CH2:24][CH:19]3[CH2:20][CH:21]([CH2:23][CH:17]([CH2:18]3)[CH2:16]1)[CH2:22]2.CO.[BH4-].[Na+]. Product: [C:15]12([NH:25][CH2:1][C:3]3[CH:8]=[CH:7][C:6](/[CH:9]=[CH:10]/[C:11]([O:13][CH3:14])=[O:12])=[CH:5][CH:4]=3)[CH2:22][CH:21]3[CH2:20][CH:19]([CH2:18][CH:17]([CH2:23]3)[CH2:16]1)[CH2:24]2. The catalyst class is: 6. (4) Reactant: [NH2:1][C:2]1[CH:8]=[C:7]([O:9][CH3:10])[CH:6]=[CH:5][C:3]=1[NH2:4].C(N(CC)CC)C.[CH2:18]([O:20][C:21](=[O:29])[CH:22](Br)[C:23](OCC)=[O:24])[CH3:19].Cl. Product: [CH2:18]([O:20][C:21]([C:22]1[C:23](=[O:24])[NH:1][C:2]2[C:3](=[CH:5][CH:6]=[C:7]([O:9][CH3:10])[CH:8]=2)[N:4]=1)=[O:29])[CH3:19]. The catalyst class is: 40. (5) Reactant: Cl[C:2]1[CH:7]=[C:6]([CH2:8][CH3:9])[N:5]=[C:4]([CH3:10])[C:3]=1[C:11]([C:13]1[S:14][CH:15]=[CH:16][CH:17]=1)=O.O.[NH2:19][NH2:20]. Product: [CH2:8]([C:6]1[N:5]=[C:4]([CH3:10])[C:3]2[C:11]([C:13]3[S:14][CH:15]=[CH:16][CH:17]=3)=[N:19][NH:20][C:2]=2[CH:7]=1)[CH3:9]. The catalyst class is: 212.